From a dataset of Forward reaction prediction with 1.9M reactions from USPTO patents (1976-2016). Predict the product of the given reaction. (1) Given the reactants [NH:1]1[CH2:5][CH2:4][CH2:3][C:2]1=[O:6].[H-].[Na+].[F:9][C:10]1[CH:11]=[C:12]([N+:17]([O-:19])=[O:18])[CH:13]=[CH:14][C:15]=1F, predict the reaction product. The product is: [F:9][C:10]1[CH:11]=[C:12]([N+:17]([O-:19])=[O:18])[CH:13]=[CH:14][C:15]=1[N:1]1[CH2:5][CH2:4][CH2:3][C:2]1=[O:6]. (2) Given the reactants [F:1][C:2]([F:32])([F:31])[C:3]1[CH:8]=[CH:7][C:6]([C:9]2[C:10]([C:15]([NH:17][C:18]3[CH:27]=[C:26]4[C:21]([CH:22]=[C:23]([C:28]([OH:30])=O)[CH:24]=[N:25]4)=[CH:20][CH:19]=3)=[O:16])=[CH:11][CH:12]=[CH:13][CH:14]=2)=[CH:5][CH:4]=1.[F:33][C:34]1[CH:35]=[C:36]([CH:39]=[CH:40][CH:41]=1)[CH2:37][NH2:38].Cl.CN(C)CCCN=C=NCC.ON1C2C=CC=CC=2N=N1.C(N(CC)CC)C, predict the reaction product. The product is: [F:33][C:34]1[CH:35]=[C:36]([CH:39]=[CH:40][CH:41]=1)[CH2:37][NH:38][C:28]([C:23]1[CH:24]=[N:25][C:26]2[C:21]([CH:22]=1)=[CH:20][CH:19]=[C:18]([NH:17][C:15]([C:10]1[C:9]([C:6]3[CH:5]=[CH:4][C:3]([C:2]([F:31])([F:1])[F:32])=[CH:8][CH:7]=3)=[CH:14][CH:13]=[CH:12][CH:11]=1)=[O:16])[CH:27]=2)=[O:30]. (3) Given the reactants Cl[C:2]1[N:7]=[C:6]([NH:8][C:9]2[CH:14]=[CH:13][C:12]([N:15]3[CH2:20][CH2:19][O:18][CH2:17][CH2:16]3)=[CH:11][C:10]=2[O:21][CH3:22])[C:5]([Cl:23])=[CH:4][N:3]=1.[CH3:24][O:25][C:26]1[C:27]([NH2:45])=[CH:28][C:29]2[CH2:35][CH2:34][N:33]([CH2:36][CH2:37][N:38]3[CH2:43][CH2:42][O:41][CH2:40][CH2:39]3)[CH2:32][CH2:31][C:30]=2[CH:44]=1, predict the reaction product. The product is: [Cl:23][C:5]1[C:6]([NH:8][C:9]2[CH:14]=[CH:13][C:12]([N:15]3[CH2:20][CH2:19][O:18][CH2:17][CH2:16]3)=[CH:11][C:10]=2[O:21][CH3:22])=[N:7][C:2]([NH:45][C:27]2[C:26]([O:25][CH3:24])=[CH:44][C:30]3[CH2:31][CH2:32][N:33]([CH2:36][CH2:37][N:38]4[CH2:43][CH2:42][O:41][CH2:40][CH2:39]4)[CH2:34][CH2:35][C:29]=3[CH:28]=2)=[N:3][CH:4]=1. (4) Given the reactants [Br:1][C:2]1[CH:7]=[CH:6][C:5]([OH:8])=[CH:4][N:3]=1.Br[CH2:10][CH2:11][CH3:12].C([O-])([O-])=O.[K+].[K+], predict the reaction product. The product is: [Br:1][C:2]1[CH:7]=[CH:6][C:5]([O:8][CH2:10][CH2:11][CH3:12])=[CH:4][N:3]=1.